This data is from Forward reaction prediction with 1.9M reactions from USPTO patents (1976-2016). The task is: Predict the product of the given reaction. (1) The product is: [CH3:4][O:5][C:6](=[O:60])[NH:7][C@H:8]([C:12]([N:14]1[CH2:18][C@@H:17]([O:19][CH3:20])[CH2:16][C@H:15]1[C:21]1[NH:22][CH:23]=[C:24]([C:26]2[CH:31]=[CH:30][C:29]([C:32]3[CH:37]=[C:36]([Cl:38])[C:35]([NH:39][C:40]([C:42]4[CH:43]=[N:44][C:45]([N:48]5[CH2:53][CH2:52][N:51]([C:71]([CH3:75])([CH3:72])[CH3:70])[CH2:50][C@H:49]5[CH3:54])=[CH:46][CH:47]=4)=[O:41])=[CH:34][C:33]=3[O:55][C:56]([F:59])([F:58])[F:57])=[CH:28][CH:27]=2)[N:25]=1)=[O:13])[CH:9]([CH3:11])[CH3:10]. Given the reactants Cl.Cl.Cl.[CH3:4][O:5][C:6](=[O:60])[NH:7][C@H:8]([C:12]([N:14]1[CH2:18][C@@H:17]([O:19][CH3:20])[CH2:16][C@H:15]1[C:21]1[NH:22][CH:23]=[C:24]([C:26]2[CH:31]=[CH:30][C:29]([C:32]3[CH:37]=[C:36]([Cl:38])[C:35]([NH:39][C:40]([C:42]4[CH:43]=[N:44][C:45]([N:48]5[CH2:53][CH2:52][NH:51][CH2:50][C@H:49]5[CH3:54])=[CH:46][CH:47]=4)=[O:41])=[CH:34][C:33]=3[O:55][C:56]([F:59])([F:58])[F:57])=[CH:28][CH:27]=2)[N:25]=1)=[O:13])[CH:9]([CH3:11])[CH3:10].C(N(CC)C(C)C)(C)C.[CH3:70][C:71](C)([CH3:75])[C:72](Cl)=O, predict the reaction product. (2) Given the reactants [NH2:1][CH2:2][C@@H:3]([OH:20])[C@@H:4]([NH:12][C:13](=[O:19])[O:14][C:15]([CH3:18])([CH3:17])[CH3:16])[CH2:5][C:6]1[CH:11]=[CH:10][CH:9]=[CH:8][CH:7]=1.[OH:21][C:22]([C:25]1[CH:26]=[C:27]([CH:30]=[CH:31][CH:32]=1)[CH:28]=O)([CH3:24])[CH3:23].[BH-](OC(C)=O)(OC(C)=O)OC(C)=O.[Na+], predict the reaction product. The product is: [OH:20][C@H:3]([CH2:2][NH:1][CH2:28][C:27]1[CH:30]=[CH:31][CH:32]=[C:25]([C:22]([OH:21])([CH3:23])[CH3:24])[CH:26]=1)[C@@H:4]([NH:12][C:13](=[O:19])[O:14][C:15]([CH3:17])([CH3:16])[CH3:18])[CH2:5][C:6]1[CH:11]=[CH:10][CH:9]=[CH:8][CH:7]=1. (3) Given the reactants C1(C(C2C(=O)CCN(C(OC(C)(C)C)=O)C2C)=O)CCC1.[CH:22]1([C:26]([CH:28]2[CH2:33][N:32]([C:34]([O:36][C:37]([CH3:40])([CH3:39])[CH3:38])=[O:35])[CH:31]([CH3:41])[CH2:30][C:29]2=O)=O)[CH2:25][CH2:24][CH2:23]1.[NH2:43][NH2:44], predict the reaction product. The product is: [CH:22]1([C:26]2[C:28]3[CH2:33][N:32]([C:34]([O:36][C:37]([CH3:40])([CH3:39])[CH3:38])=[O:35])[CH:31]([CH3:41])[CH2:30][C:29]=3[NH:44][N:43]=2)[CH2:25][CH2:24][CH2:23]1. (4) Given the reactants [C:1]([OH:6])(=[O:5])[C:2]([CH3:4])=[CH2:3].C1C2NC3C(=CC=CC=3)SC=2C=CC=1.[CH2:21]1[O:23][CH2:22]1, predict the reaction product. The product is: [C:1]([O:6][CH2:21][CH2:22][OH:23])(=[O:5])[C:2]([CH3:4])=[CH2:3]. (5) Given the reactants [N:1]1([C@H:7]2[CH2:10][C@H:9]([O:11][C:12]3[CH:17]=[CH:16][C:15]([C:18]4[S:19][C:20]5[CH2:21][NH:22][CH2:23][CH2:24][C:25]=5[N:26]=4)=[CH:14][CH:13]=3)[CH2:8]2)[CH2:6][CH2:5][CH2:4][CH2:3][CH2:2]1.[CH3:27][C:28]1[C:29]([C:33](O)=[O:34])=[N:30][NH:31][N:32]=1.OC1C2N=NNC=2C=CC=1.Cl.CN(C)CCCN=C=NCC.C(N(CC)CC)C, predict the reaction product. The product is: [CH3:27][C:28]1[C:29]([C:33]([N:22]2[CH2:23][CH2:24][C:25]3[N:26]=[C:18]([C:15]4[CH:14]=[CH:13][C:12]([O:11][C@H:9]5[CH2:8][C@H:7]([N:1]6[CH2:6][CH2:5][CH2:4][CH2:3][CH2:2]6)[CH2:10]5)=[CH:17][CH:16]=4)[S:19][C:20]=3[CH2:21]2)=[O:34])=[N:30][NH:31][N:32]=1. (6) The product is: [C:10]1([CH3:14])[CH:11]=[CH:12][CH:13]=[C:8]([C:7]2[C:2](=[O:19])[NH:3][CH:4]=[CH:5][C:6]=2[C:15]([F:18])([F:17])[F:16])[CH:9]=1. Given the reactants Cl[C:2]1[C:7]([C:8]2[CH:9]=[C:10]([CH3:14])[CH:11]=[CH:12][CH:13]=2)=[C:6]([C:15]([F:18])([F:17])[F:16])[CH:5]=[CH:4][N:3]=1.[OH-:19].[Na+], predict the reaction product. (7) Given the reactants [C:1]([O:5][C:6](=[O:31])[C:7]1[CH:12]=[CH:11][C:10]([C:13](=O)[CH2:14][C:15]([C:21]2[CH:26]=[C:25]([Cl:27])[CH:24]=[C:23]([Cl:28])[CH:22]=2)([SH:20])[C:16]([F:19])([F:18])[F:17])=[CH:9][C:8]=1[CH3:30])([CH3:4])([CH3:3])[CH3:2].[NH2:32]OS(O)(=O)=O.[OH-].[K+], predict the reaction product. The product is: [C:1]([O:5][C:6](=[O:31])[C:7]1[CH:12]=[CH:11][C:10]([C:13]2[CH2:14][C:15]([C:21]3[CH:26]=[C:25]([Cl:27])[CH:24]=[C:23]([Cl:28])[CH:22]=3)([C:16]([F:19])([F:18])[F:17])[S:20][N:32]=2)=[CH:9][C:8]=1[CH3:30])([CH3:4])([CH3:3])[CH3:2]. (8) The product is: [C:15]([CH:14]([C:9]1[CH:10]=[CH:11][CH:12]=[CH:13][C:8]=1[N:3]1[C:2]([CH3:1])=[CH:6][CH:5]=[C:4]1[CH3:7])[C:17](=[O:23])[C:18]([O:20][CH2:21][CH3:22])=[O:19])#[N:16]. Given the reactants [CH3:1][C:2]1[N:3]([C:8]2[CH:13]=[CH:12][CH:11]=[CH:10][C:9]=2[CH2:14][C:15]#[N:16])[C:4]([CH3:7])=[CH:5][CH:6]=1.[C:17](OCC)(=[O:23])[C:18]([O:20][CH2:21][CH3:22])=[O:19].CC(C)([O-])C.[Na+], predict the reaction product. (9) Given the reactants [CH3:1][N:2]([CH3:16])[S:3]([C:6]1[CH:7]=[C:8]2[C:12](=[CH:13][CH:14]=1)[NH:11][C:10](=[O:15])[CH2:9]2)(=[O:5])=[O:4].[CH2:17]([N:19]([CH2:34][CH3:35])[CH2:20][CH2:21][NH:22][C:23]([C:25]1[C:29]([CH3:30])=[C:28]([CH:31]=O)[NH:27][C:26]=1[CH3:33])=[O:24])[CH3:18], predict the reaction product. The product is: [CH2:34]([N:19]([CH2:17][CH3:18])[CH2:20][CH2:21][NH:22][C:23]([C:25]1[C:29]([CH3:30])=[C:28]([CH:31]=[C:9]2[C:8]3[C:12](=[CH:13][CH:14]=[C:6]([S:3](=[O:5])(=[O:4])[N:2]([CH3:16])[CH3:1])[CH:7]=3)[NH:11][C:10]2=[O:15])[NH:27][C:26]=1[CH3:33])=[O:24])[CH3:35].